Dataset: Full USPTO retrosynthesis dataset with 1.9M reactions from patents (1976-2016). Task: Predict the reactants needed to synthesize the given product. (1) The reactants are: FC(F)(F)C([O-])=O.C(OC([NH:15][CH:16]1[CH2:21][CH2:20][CH2:19][N+:18]([CH2:33][CH2:34][CH2:35][C:36]2[CH:41]=[CH:40][C:39]([C:42]([O:44][CH3:45])=[O:43])=[CH:38][CH:37]=2)([CH2:22][CH2:23][CH2:24][C:25]2[CH:30]=[CH:29][C:28]([O:31][CH3:32])=[CH:27][CH:26]=2)[CH2:17]1)=O)(C)(C)C.[ClH:46]. Given the product [ClH:46].[Cl-:46].[NH2:15][CH:16]1[CH2:21][CH2:20][CH2:19][N+:18]([CH2:33][CH2:34][CH2:35][C:36]2[CH:41]=[CH:40][C:39]([C:42]([O:44][CH3:45])=[O:43])=[CH:38][CH:37]=2)([CH2:22][CH2:23][CH2:24][C:25]2[CH:26]=[CH:27][C:28]([O:31][CH3:32])=[CH:29][CH:30]=2)[CH2:17]1, predict the reactants needed to synthesize it. (2) Given the product [Cl:26][C:27]1[C:32]([C:2]2[CH:3]=[C:4]([CH2:16][N:17]([CH3:25])[C:18](=[O:24])[O:19][C:20]([CH3:23])([CH3:22])[CH3:21])[S:5][C:6]=2[S:7]([C:10]2[CH:15]=[CH:14][CH:13]=[CH:12][CH:11]=2)(=[O:9])=[O:8])=[CH:31][CH:30]=[CH:29][N:28]=1, predict the reactants needed to synthesize it. The reactants are: Br[C:2]1[CH:3]=[C:4]([CH2:16][N:17]([CH3:25])[C:18](=[O:24])[O:19][C:20]([CH3:23])([CH3:22])[CH3:21])[S:5][C:6]=1[S:7]([C:10]1[CH:15]=[CH:14][CH:13]=[CH:12][CH:11]=1)(=[O:9])=[O:8].[Cl:26][C:27]1[C:32](B(O)O)=[CH:31][CH:30]=[CH:29][N:28]=1.C(=O)([O-])[O-].[Na+].[Na+].COCCOC. (3) Given the product [Cl:17][C:15]1[CH:14]=[CH:13][C:12]([F:18])=[C:11]([C:9]2[O:8][N:7]=[C:6]([CH2:4][OH:3])[CH:10]=2)[CH:16]=1, predict the reactants needed to synthesize it. The reactants are: C([O:3][C:4]([C:6]1[CH:10]=[C:9]([C:11]2[CH:16]=[C:15]([Cl:17])[CH:14]=[CH:13][C:12]=2[F:18])[O:8][N:7]=1)=O)C.[H-].[Al+3].[Li+].[H-].[H-].[H-]. (4) Given the product [Cl:12][C:3]1[C:4]([Cl:11])=[N:5][CH:6]=[C:7]([C:2]=1[NH:19][C:18]1[CH:20]=[CH:21][C:15]([O:14][CH3:13])=[CH:16][CH:17]=1)[C:8]([OH:10])=[O:9], predict the reactants needed to synthesize it. The reactants are: Cl[C:2]1[C:7]([C:8]([OH:10])=[O:9])=[CH:6][N:5]=[C:4]([Cl:11])[C:3]=1[Cl:12].[CH3:13][O:14][C:15]1[CH:21]=[CH:20][C:18]([NH2:19])=[CH:17][CH:16]=1. (5) Given the product [NH2:12][N:5]1[C:6]2[C:11](=[CH:10][CH:9]=[CH:8][CH:7]=2)[C:2]([OH:1])=[C:3]([C:24]2[NH:29][C:28]3[S:30][CH:31]=[C:32]([CH2:33][O:34][CH2:35][O:36][CH3:37])[C:27]=3[S:26](=[O:39])(=[O:38])[N:25]=2)[C:4]1=[O:23], predict the reactants needed to synthesize it. The reactants are: [OH:1][C:2]1[C:11]2[C:6](=[CH:7][CH:8]=[CH:9][CH:10]=2)[N:5]([N:12]2C(=O)C3C(=CC=CC=3)C2=O)[C:4](=[O:23])[C:3]=1[C:24]1[NH:29][C:28]2[S:30][CH:31]=[C:32]([CH2:33][O:34][CH2:35][O:36][CH3:37])[C:27]=2[S:26](=[O:39])(=[O:38])[N:25]=1.CNN.C(N(CC)CC)C. (6) Given the product [Cl:27][C:16]1[CH:17]=[C:18]([CH2:21][C:22]([O:24][CH2:25][CH3:26])=[O:23])[CH:19]=[CH:20][C:15]=1[N:11]1[CH:12]([OH:14])[C:13]2[C:5]([O:4][CH:2]([CH3:3])[CH3:1])=[C:6]3[CH:36]=[CH:35][CH:34]=[CH:33][C:7]3=[C:8]([O:29][CH:30]([CH3:31])[CH3:32])[C:9]=2[C:10]1=[O:28], predict the reactants needed to synthesize it. The reactants are: [CH3:1][CH:2]([O:4][C:5]1[C:13]2[C:12](=[O:14])[N:11]([C:15]3[CH:20]=[CH:19][C:18]([CH2:21][C:22]([O:24][CH2:25][CH3:26])=[O:23])=[CH:17][C:16]=3[Cl:27])[C:10](=[O:28])[C:9]=2[C:8]([O:29][CH:30]([CH3:32])[CH3:31])=[C:7]2[CH:33]=[CH:34][CH:35]=[CH:36][C:6]=12)[CH3:3].C(O)C.O1CCCC1.[BH4-].[Na+]. (7) Given the product [OH:1][C:2]1[CH:3]=[C:4]([CH:9]=[C:10]([O:12][CH3:13])[CH:11]=1)[C:5]([O:7][CH3:8])=[O:6], predict the reactants needed to synthesize it. The reactants are: [OH:1][C:2]1[CH:3]=[C:4]([CH:9]=[C:10]([OH:12])[CH:11]=1)[C:5]([O:7][CH3:8])=[O:6].[CH3:13]OS(OC)(=O)=O.C(=O)([O-])[O-].[K+].[K+]. (8) Given the product [Br:1][C:2]1[C:3]2[CH:4]3[CH2:27][CH:5]3[CH2:6][N:7]([C:12]([O:14][CH2:15][CH2:16][O:54][C:50]3[CH:51]=[CH:52][CH:53]=[C:48]([Cl:47])[C:49]=3[CH3:55])=[O:13])[C:8]=2[CH:9]=[CH:10][CH:11]=1, predict the reactants needed to synthesize it. The reactants are: [Br:1][C:2]1[CH:11]=[CH:10][CH:9]=[C:8]2[C:3]=1[CH2:4][CH2:5][CH2:6][N:7]2[C:12]([O:14][CH2:15][CH2:16]OC1C=CC=C(C)C=1C)=[O:13].Br[CH:27]1C2C1CNC1C=CC=CC=12.CC1C(C)=CC=CC=1O.[Cl:47][C:48]1[C:49]([CH3:55])=[C:50]([OH:54])[CH:51]=[CH:52][CH:53]=1.